This data is from Reaction yield outcomes from USPTO patents with 853,638 reactions. The task is: Predict the reaction yield, written as a fraction of the theoretical maximum amount of product (1.0 means a 100% yield; for example, 0.34 means a 34% yield). (1) The reactants are [NH:1]([C:8]([CH:10]1[C:18]2[N:17]([CH3:19])[N:16]=[C:15]([C:20]([O:22][CH2:23][CH3:24])=[O:21])[C:14]=2[CH2:13][CH2:12][C:11]1=O)=S)[C:2]1[CH:7]=[CH:6][CH:5]=[CH:4][CH:3]=1.O.[NH2:27][NH2:28]. The catalyst is CCO.CC(O)=O. The product is [NH:1]([C:8]1[C:10]2[C:18]3[N:17]([CH3:19])[N:16]=[C:15]([C:20]([O:22][CH2:23][CH3:24])=[O:21])[C:14]=3[CH2:13][CH2:12][C:11]=2[NH:28][N:27]=1)[C:2]1[CH:7]=[CH:6][CH:5]=[CH:4][CH:3]=1. The yield is 0.750. (2) The reactants are [F:1][C:2]([F:27])([F:26])[CH2:3][N:4]1[CH2:9][C:8]2([CH2:14][CH2:13][N:12]([C:15]([O:17][C:18]([CH3:21])([CH3:20])[CH3:19])=[O:16])[CH2:11][CH2:10]2)[O:7][CH:6]([C:22]([O:24]C)=[O:23])[CH2:5]1.[Li+].[OH-].C(O)(=O)C.C1(C)C=CC=CC=1. The catalyst is CO.O. The product is [C:18]([O:17][C:15]([N:12]1[CH2:11][CH2:10][C:8]2([O:7][CH:6]([C:22]([OH:24])=[O:23])[CH2:5][N:4]([CH2:3][C:2]([F:27])([F:1])[F:26])[CH2:9]2)[CH2:14][CH2:13]1)=[O:16])([CH3:21])([CH3:19])[CH3:20]. The yield is 0.770. (3) The reactants are O=[C:2]([C:6]1[CH:11]=[CH:10][N:9]=[CH:8][CH:7]=1)[CH2:3][C:4]#[N:5].[NH2:12][NH2:13]. The catalyst is C(O)C. The product is [N:9]1[CH:10]=[CH:11][C:6]([C:2]2[NH:13][N:12]=[C:4]([NH2:5])[CH:3]=2)=[CH:7][CH:8]=1. The yield is 0.210. (4) The reactants are [Br:1][C:2]1[CH:3]=[C:4]([S:9]([NH2:12])(=[O:11])=[O:10])[CH:5]=[N:6][C:7]=1Cl.[F:13][C:14]1[CH:19]=[C:18]([F:20])[CH:17]=[CH:16][C:15]=1[OH:21].C(=O)([O-])[O-].[Cs+].[Cs+]. The catalyst is CS(C)=O. The product is [Br:1][C:2]1[CH:3]=[C:4]([S:9]([NH2:12])(=[O:11])=[O:10])[CH:5]=[N:6][C:7]=1[O:21][C:15]1[CH:16]=[CH:17][C:18]([F:20])=[CH:19][C:14]=1[F:13]. The yield is 0.726.